From a dataset of Reaction yield outcomes from USPTO patents with 853,638 reactions. Predict the reaction yield, written as a fraction of the theoretical maximum amount of product (1.0 means a 100% yield; for example, 0.34 means a 34% yield). (1) The reactants are [CH3:1][C:2]1([CH3:34])[CH2:7][CH:6]([C:8]2[S:12][C:11]3[CH:13]=[CH:14][CH:15]=[C:16]([O:17]C)[C:10]=3[CH:9]=2)[CH2:5][CH2:4][N:3]1[CH2:19][C@H:20]([OH:33])[CH2:21][O:22][C:23]1[C:28]2[CH:29]=[C:30]([CH3:32])[O:31][C:27]=2[CH:26]=[CH:25][CH:24]=1.C([S-])C.[Na+]. The catalyst is CN(C=O)C. The product is [CH3:1][C:2]1([CH3:34])[CH2:7][CH:6]([C:8]2[S:12][C:11]3[CH:13]=[CH:14][CH:15]=[C:16]([OH:17])[C:10]=3[CH:9]=2)[CH2:5][CH2:4][N:3]1[CH2:19][C@H:20]([OH:33])[CH2:21][O:22][C:23]1[C:28]2[CH:29]=[C:30]([CH3:32])[O:31][C:27]=2[CH:26]=[CH:25][CH:24]=1. The yield is 0.370. (2) The reactants are [Br:1][C:2]1[C:10]2[NH:9][N:8]=[C:7]([Cl:11])[C:6]=2[C:5]2[CH2:12][N:13]([CH2:23][C:24]([F:27])([F:26])[F:25])[C:14](=[O:22])[C@H:15]([CH2:17][C:18]([O:20]C)=[O:19])[CH2:16][C:4]=2[CH:3]=1.O.O.[OH-].[Li+]. The product is [Br:1][C:2]1[C:10]2[NH:9][N:8]=[C:7]([Cl:11])[C:6]=2[C:5]2[CH2:12][N:13]([CH2:23][C:24]([F:25])([F:26])[F:27])[C:14](=[O:22])[C@H:15]([CH2:17][C:18]([OH:20])=[O:19])[CH2:16][C:4]=2[CH:3]=1. The catalyst is O1CCCC1.CO. The yield is 1.00. (3) The reactants are Cl.[NH2:2][C@@H:3]([C:8]1[CH:13]=[CH:12][CH:11]=[CH:10][CH:9]=1)[C:4]([O:6][CH3:7])=[O:5].[N+:14]([O-])([OH:16])=[O:15]. The catalyst is OS(O)(=O)=O. The product is [NH2:2][C@@H:3]([C:8]1[CH:13]=[CH:12][CH:11]=[C:10]([N+:14]([O-:16])=[O:15])[CH:9]=1)[C:4]([O:6][CH3:7])=[O:5]. The yield is 0.0200. (4) The reactants are [C:1]([O:6][CH2:7][N:8]1[C:17]2[C:12](=[CH:13][CH:14]=[C:15]([O:18][CH2:19][CH2:20][CH2:21][CH2:22][N:23]3[CH2:28][CH2:27][N:26]([C:29]4[CH:34]=[CH:33][CH:32]=[C:31]([Cl:35])[C:30]=4[Cl:36])[CH2:25][CH2:24]3)[CH:16]=2)[CH2:11][CH2:10][C:9]1=[O:37])(=[O:5])[CH2:2][CH2:3][CH3:4].C(O)(C(F)(F)F)=O.C(C1C(=O)C(Cl)=C(Cl)C(=O)C=1C#N)#N. The catalyst is C1COCC1. The product is [C:1]([O:6][CH2:7][N:8]1[C:17]2[C:12](=[CH:13][CH:14]=[C:15]([O:18][CH2:19][CH2:20][CH2:21][CH2:22][N:23]3[CH2:28][CH2:27][N:26]([C:29]4[CH:34]=[CH:33][CH:32]=[C:31]([Cl:35])[C:30]=4[Cl:36])[CH2:25][CH2:24]3)[CH:16]=2)[CH:11]=[CH:10][C:9]1=[O:37])(=[O:5])[CH2:2][CH2:3][CH3:4]. The yield is 0.630. (5) The reactants are [CH3:1][C@:2]12[C:10]([C:11]3([CH2:14]/[CH:15]=[CH:16]\[C:17]([OH:26])([C:22]([F:25])([F:24])[F:23])[C:18]([F:21])([F:20])[F:19])[CH2:13][CH2:12]3)=[CH:9][CH2:8][C@H:7]1[C@@H:6]([OH:27])[CH2:5][CH2:4][CH2:3]2.[Cr](O[Cr]([O-])(=O)=O)([O-])(=O)=O.[NH+]1C=CC=CC=1.[NH+]1C=CC=CC=1. The catalyst is ClCCl. The product is [CH3:1][C@:2]12[C:10]([C:11]3([CH:14]=[CH:15][CH2:16][C:17]([OH:26])([C:18]([F:19])([F:20])[F:21])[C:22]([F:23])([F:24])[F:25])[CH2:13][CH2:12]3)=[CH:9][CH2:8][C@H:7]1[C:6](=[O:27])[CH2:5][CH2:4][CH2:3]2. The yield is 0.980. (6) The reactants are [Si]([O:8][CH2:9][CH:10]1[CH2:15][CH2:14][CH2:13][N:12]([C:16]2[CH:17]=[CH:18][C:19]([F:37])=[C:20]([CH:36]=2)[C:21]([NH:23][C:24]2[C:25]([CH3:35])=[C:26]([CH:31]=[CH:32][C:33]=2[CH3:34])[C:27]([O:29][CH3:30])=[O:28])=[O:22])[CH2:11]1)(C(C)(C)C)(C)C.[N+](CCCC)(CCCC)(CCCC)CCCC.[F-]. The catalyst is C1COCC1. The product is [F:37][C:19]1[CH:18]=[CH:17][C:16]([N:12]2[CH2:13][CH2:14][CH2:15][CH:10]([CH2:9][OH:8])[CH2:11]2)=[CH:36][C:20]=1[C:21]([NH:23][C:24]1[C:25]([CH3:35])=[C:26]([CH:31]=[CH:32][C:33]=1[CH3:34])[C:27]([O:29][CH3:30])=[O:28])=[O:22]. The yield is 0.168.